From a dataset of Catalyst prediction with 721,799 reactions and 888 catalyst types from USPTO. Predict which catalyst facilitates the given reaction. (1) Reactant: C[O:2][C:3]([C:5]1[C:6]([C:24]2[CH:29]=[CH:28][C:27]([C:30]([OH:32])=O)=[CH:26][CH:25]=2)=[CH:7][CH:8]=[C:9]([C:11]2[S:12][CH:13]=[C:14]([C:16]3[CH:21]=[CH:20][C:19]([Cl:22])=[C:18]([Cl:23])[CH:17]=3)[N:15]=2)[CH:10]=1)=[O:4].[OH:33][CH:34]1[CH2:39][CH2:38][NH:37][CH2:36][CH2:35]1.C1COCC1.O.[OH-].[Li+]. Product: [Cl:23][C:18]1[CH:17]=[C:16]([C:14]2[N:15]=[C:11]([C:9]3[CH:10]=[C:5]([C:3]([OH:2])=[O:4])[C:6]([C:24]4[CH:25]=[CH:26][C:27]([C:30]([N:37]5[CH2:38][CH2:39][CH:34]([OH:33])[CH2:35][CH2:36]5)=[O:32])=[CH:28][CH:29]=4)=[CH:7][CH:8]=3)[S:12][CH:13]=2)[CH:21]=[CH:20][C:19]=1[Cl:22]. The catalyst class is: 24. (2) Reactant: [Cl:1][C:2]1[CH:3]=[C:4]([CH2:9][C:10](Cl)=[O:11])[CH:5]=[CH:6][C:7]=1[Cl:8].[NH2:13][C:14]1[S:15][C:16]2[CH:22]=[C:21]([O:23][C:24]([F:27])([F:26])[F:25])[CH:20]=[CH:19][C:17]=2[N:18]=1. Product: [F:27][C:24]([F:25])([F:26])[O:23][C:21]1[CH:20]=[CH:19][C:17]2[N:18]=[C:14]([NH:13][C:10](=[O:11])[CH2:9][C:4]3[CH:5]=[CH:6][C:7]([Cl:8])=[C:2]([Cl:1])[CH:3]=3)[S:15][C:16]=2[CH:22]=1. The catalyst class is: 1. (3) Reactant: [CH:1]([C:3]1[CH:8]=[CH:7][C:6]([N:9]2[CH2:12][CH:11]([C:13]([OH:15])=[O:14])[CH2:10]2)=[CH:5][CH:4]=1)=[O:2].[C:16](=O)([O-])[O-].[K+].[K+].CI. Product: [CH3:16][O:14][C:13]([CH:11]1[CH2:12][N:9]([C:6]2[CH:5]=[CH:4][C:3]([CH:1]=[O:2])=[CH:8][CH:7]=2)[CH2:10]1)=[O:15]. The catalyst class is: 3.